From a dataset of Forward reaction prediction with 1.9M reactions from USPTO patents (1976-2016). Predict the product of the given reaction. (1) Given the reactants [NH2:1][C:2]1[N:11]=[CH:10][C:9]2[CH2:8][N:7]([C:12]3[C:17]([F:18])=[C:16]([O:19][CH3:20])[CH:15]=[C:14]([O:21][CH3:22])[C:13]=3[F:23])[C:6](=[O:24])[N:5]([CH3:25])[C:4]=2[C:3]=1/[CH:26]=[CH:27]/[C:28]1[CH:33]=[CH:32][CH:31]=[CH:30][CH:29]=1, predict the reaction product. The product is: [NH2:1][C:2]1[N:11]=[CH:10][C:9]2[CH2:8][N:7]([C:12]3[C:13]([F:23])=[C:14]([O:21][CH3:22])[CH:15]=[C:16]([O:19][CH3:20])[C:17]=3[F:18])[C:6](=[O:24])[N:5]([CH3:25])[C:4]=2[C:3]=1[CH2:26][CH2:27][C:28]1[CH:33]=[CH:32][CH:31]=[CH:30][CH:29]=1. (2) Given the reactants CCN(C(C)C)C(C)C.[F:10][C:11]1[CH:16]=[CH:15][C:14]([C:17]2[O:34][C:20]3=[N:21][CH:22]=[C:23]([C:25]4[CH:26]=[C:27]([CH:31]=[CH:32][CH:33]=4)[C:28]([OH:30])=O)[CH:24]=[C:19]3[C:18]=2[C:35](=[O:38])[NH:36][CH3:37])=[CH:13][CH:12]=1.[CH3:39][C:40]([NH2:43])([CH3:42])[CH3:41].CN(C(ON1N=NC2C=CC=NC1=2)=[N+](C)C)C.F[P-](F)(F)(F)(F)F, predict the reaction product. The product is: [C:40]([NH:43][C:28]([C:27]1[CH:26]=[C:25]([C:23]2[CH:24]=[C:19]3[C:18]([C:35]([NH:36][CH3:37])=[O:38])=[C:17]([C:14]4[CH:15]=[CH:16][C:11]([F:10])=[CH:12][CH:13]=4)[O:34][C:20]3=[N:21][CH:22]=2)[CH:33]=[CH:32][CH:31]=1)=[O:30])([CH3:42])([CH3:41])[CH3:39]. (3) Given the reactants Cl[C:2]1[C:3]([CH:12]=O)=[N:4][CH:5]=[C:6]([C:8]([F:11])([F:10])[F:9])[CH:7]=1.C(=O)([O-])[O-].[K+].[K+].[SH:20][CH2:21][C:22]([O:24][CH2:25][CH3:26])=[O:23].C(OCC)C, predict the reaction product. The product is: [F:11][C:8]([F:9])([F:10])[C:6]1[CH:7]=[C:2]2[S:20][C:21]([C:22]([O:24][CH2:25][CH3:26])=[O:23])=[CH:12][C:3]2=[N:4][CH:5]=1. (4) Given the reactants [CH3:1][O:2][C:3]1[CH:4]=[C:5]([CH:11]2[NH:16][CH:15]([CH2:17][NH:18][CH2:19][CH2:20]O)[CH2:14][CH2:13][CH2:12]2)[CH:6]=[CH:7][C:8]=1[O:9][CH3:10].C1(P(C2C=CC=CC=2)C2C=CC=CC=2)C=CC=CC=1.N(C(OCC)=O)=NC(OCC)=O, predict the reaction product. The product is: [NH4+:16].[OH-:2].[CH3:1][O:2][C:3]1[CH:4]=[C:5]([CH:11]2[N:16]3[CH2:20][CH2:19][NH:18][CH2:17][CH:15]3[CH2:14][CH2:13][CH2:12]2)[CH:6]=[CH:7][C:8]=1[O:9][CH3:10]. (5) Given the reactants Cl[C:2]1[N:3]=[C:4]2[CH:20]=[C:19]([Cl:21])[CH:18]=[N:17][C:5]2=[N:6][C:7]=1[N:8]1[CH2:13][CH2:12][N:11]2[CH2:14][CH2:15][CH2:16][CH:10]2[CH2:9]1.O.[NH2:23][NH2:24], predict the reaction product. The product is: [Cl:21][C:19]1[CH:18]=[N:17][C:5]2=[N:6][C:7]([N:8]3[CH2:13][CH2:12][N:11]4[CH2:14][CH2:15][CH2:16][CH:10]4[CH2:9]3)=[C:2]([NH:23][NH2:24])[N:3]=[C:4]2[CH:20]=1. (6) Given the reactants Cl.Cl.[NH2:3][C:4]([C:8]1([C:11]([OH:13])=O)[CH2:10][CH2:9]1)([CH3:7])[CH2:5][NH2:6].C[Si](C)(C)N[Si](C)(C)C.CO, predict the reaction product. The product is: [NH2:3][C:4]1([CH3:7])[C:8]2([CH2:10][CH2:9]2)[C:11](=[O:13])[NH:6][CH2:5]1. (7) Given the reactants [CH:1]1([C:4]2[O:5][C:6]3[C:7](=[C:9]([C:20]#[N:21])[C:10]([CH3:19])=[C:11]([N:14]4[CH:18]=[CH:17][CH:16]=[CH:15]4)[C:12]=3F)[N:8]=2)[CH2:3][CH2:2]1.C(N(CC)CC)C.[CH3:29][N:30]([CH3:36])[C@H:31]1[CH2:35][CH2:34][NH:33][CH2:32]1.C(=O)([O-])O.[Na+], predict the reaction product. The product is: [CH:1]1([C:4]2[O:5][C:6]3[C:7](=[C:9]([C:20]#[N:21])[C:10]([CH3:19])=[C:11]([N:14]4[CH:18]=[CH:17][CH:16]=[CH:15]4)[C:12]=3[N:33]3[CH2:34][CH2:35][C@H:31]([N:30]([CH3:36])[CH3:29])[CH2:32]3)[N:8]=2)[CH2:3][CH2:2]1. (8) Given the reactants CN(C)[CH:3]=[O:4].[Br:6][C:7]1[CH:13]=[CH:12][C:10](O)=[CH:9][C:8]=1[OH:14].[H-].[Na+].[CH2:17](Br)[C:18]1[CH:23]=[CH:22][CH:21]=[CH:20][CH:19]=1, predict the reaction product. The product is: [CH2:17]([O:14][C:8]1[CH:9]=[C:10]([O:4][CH2:3][C:7]2[CH:13]=[CH:12][CH:10]=[CH:9][CH:8]=2)[CH:12]=[CH:13][C:7]=1[Br:6])[C:18]1[CH:23]=[CH:22][CH:21]=[CH:20][CH:19]=1. (9) Given the reactants [F:1][C:2]1[CH:3]=[C:4]([C:16]([C:18]2[CH:23]=[CH:22][C:21]([O:24]C3CCCCO3)=[CH:20][CH:19]=2)=O)[CH:5]=[CH:6][C:7]=1[C:8]#[C:9][CH2:10][N:11]1[CH2:15][CH2:14][CH2:13][CH2:12]1.[C:31]([C:35]1[CH:40]=[CH:39][CH:38]=[CH:37][CH:36]=1)(=O)[CH2:32][CH3:33], predict the reaction product. The product is: [F:1][C:2]1[CH:3]=[C:4]([C:16]([C:18]2[CH:19]=[CH:20][C:21]([OH:24])=[CH:22][CH:23]=2)=[C:31]([C:35]2[CH:40]=[CH:39][CH:38]=[CH:37][CH:36]=2)[CH2:32][CH3:33])[CH:5]=[CH:6][C:7]=1[C:8]#[C:9][CH2:10][N:11]1[CH2:15][CH2:14][CH2:13][CH2:12]1.